From a dataset of Reaction yield outcomes from USPTO patents with 853,638 reactions. Predict the reaction yield, written as a fraction of the theoretical maximum amount of product (1.0 means a 100% yield; for example, 0.34 means a 34% yield). (1) The reactants are Br[CH2:2][C:3]1[O:7][N:6]=[C:5]([NH:8][C:9](=[O:12])[O:10][CH3:11])[CH:4]=1.ClCC1N(C)N=C(C)N=1.[CH:22]1([C:27]2([CH2:35][CH2:36][C:37]3[CH:42]=[CH:41][C:40]([O:43][CH3:44])=[CH:39][CH:38]=3)[O:32][C:31](=[O:33])[CH2:30][C:29](=[O:34])[CH2:28]2)[CH2:26][CH2:25][CH2:24][CH2:23]1. No catalyst specified. The product is [CH:22]1([C:27]2([CH2:35][CH2:36][C:37]3[CH:42]=[CH:41][C:40]([O:43][CH3:44])=[CH:39][CH:38]=3)[O:32][C:31](=[O:33])[C:30]([CH2:2][C:3]3[O:7][N:6]=[C:5]([NH:8][C:9](=[O:12])[O:10][CH3:11])[CH:4]=3)=[C:29]([OH:34])[CH2:28]2)[CH2:26][CH2:25][CH2:24][CH2:23]1. The yield is 0.130. (2) The reactants are [CH2:1]([C@@:4]1([C:20]2[CH:25]=[CH:24][C:23]([F:26])=[CH:22][CH:21]=2)[O:9][C:8](=[O:10])[N:7]([C@H:11]([C:13]2[CH:18]=[CH:17][C:16](Br)=[CH:15][CH:14]=2)[CH3:12])[CH2:6][CH2:5]1)[CH:2]=[CH2:3].[B:27]1([B:27]2[O:31][C:30]([CH3:33])([CH3:32])[C:29]([CH3:35])([CH3:34])[O:28]2)[O:31][C:30]([CH3:33])([CH3:32])[C:29]([CH3:35])([CH3:34])[O:28]1.CC([O-])=O.[K+].C(Cl)Cl. The catalyst is CS(C)=O.C1C=CC(P(C2C=CC=CC=2)[C-]2C=CC=C2)=CC=1.C1C=CC(P(C2C=CC=CC=2)[C-]2C=CC=C2)=CC=1.Cl[Pd]Cl.[Fe+2]. The product is [CH2:1]([C@@:4]1([C:20]2[CH:25]=[CH:24][C:23]([F:26])=[CH:22][CH:21]=2)[O:9][C:8](=[O:10])[N:7]([C@H:11]([C:13]2[CH:18]=[CH:17][C:16]([B:27]3[O:31][C:30]([CH3:33])([CH3:32])[C:29]([CH3:35])([CH3:34])[O:28]3)=[CH:15][CH:14]=2)[CH3:12])[CH2:6][CH2:5]1)[CH:2]=[CH2:3]. The yield is 0.870. (3) The reactants are Cl[S:2]([N:5]=C=O)(=[O:4])=[O:3].C(O)(C)(C)C.N1C=CC=CC=1.Cl.[S:20]1[CH:24]=[C:23]([C:25]2([OH:29])[CH2:28][NH:27][CH2:26]2)[C:22]2[CH:30]=[CH:31][CH:32]=[CH:33][C:21]1=2.C(N(CC)CC)C. The catalyst is ClCCl. The product is [S:20]1[CH:24]=[C:23]([C:25]2([OH:29])[CH2:28][N:27]([S:2]([NH2:5])(=[O:4])=[O:3])[CH2:26]2)[C:22]2[CH:30]=[CH:31][CH:32]=[CH:33][C:21]1=2. The yield is 0.160. (4) The reactants are [CH:1]([C:5]1[CH:10]=[CH:9][CH:8]=[CH:7][C:6]=1[OH:11])([CH2:3][CH3:4])[CH3:2].[C:12](O)(=O)/[CH:13]=[CH:14]/[CH3:15].C1(P(C2C=CC=CC=2)C2C=CC=CC=2)C=CC=CC=1.N(C(OC(C)C)=O)=NC(OC(C)C)=O. The catalyst is C(OCC)C. The product is [CH2:12]([O:11][C:6]1[CH:7]=[CH:8][CH:9]=[CH:10][C:5]=1[CH:1]([CH2:3][CH3:4])[CH3:2])[CH:13]=[CH:14][CH3:15]. The yield is 0.768. (5) The reactants are FC1C=C([C:8]2[N:13]=[C:12]([S:14][CH3:15])[N:11]=[C:10]([N:16]3[CH2:21][CH2:20][O:19][CH2:18][C@@H:17]3[CH3:22])[CH:9]=2)C=NC=1.[Cl:23]C1N=C(N2CCOC[C@@H]2C)C=C(C2C=NC=C(F)C=2)N=1.FC1C=C(NC(NCCO)=O)C=CC=1B1OC(C)(C)C(C)(C)O1. No catalyst specified. The product is [Cl:23][C:8]1[N:13]=[C:12]([S:14][CH3:15])[N:11]=[C:10]([N:16]2[CH2:21][CH2:20][O:19][CH2:18][C@@H:17]2[CH3:22])[CH:9]=1. The yield is 0.250. (6) The reactants are [Cl:1][C:2]1[CH:3]=[CH:4][C:5]2[N:11]([CH2:12][C:13]([CH3:17])([CH3:16])[CH2:14][OH:15])[C:10](=[O:18])[C@@H:9]([CH2:19][C:20](O)=[O:21])[O:8][C@H:7]([C:23]3[CH:28]=[CH:27][CH:26]=[C:25]([O:29][CH3:30])[C:24]=3[O:31][CH3:32])[C:6]=2[CH:33]=1.Cl.[NH2:35][CH2:36][CH2:37][C:38]1[CH:43]=[CH:42][C:41]([O:44][CH2:45][C:46]([O:48][CH2:49][CH3:50])=[O:47])=[CH:40][CH:39]=1.P(C#N)(OCC)(OCC)=O.C(N(CC)CC)C. The catalyst is CN(C)C=O.C(OCC)(=O)C. The product is [Cl:1][C:2]1[CH:3]=[CH:4][C:5]2[N:11]([CH2:12][C:13]([CH3:16])([CH3:17])[CH2:14][OH:15])[C:10](=[O:18])[C@@H:9]([CH2:19][C:20]([NH:35][CH2:36][CH2:37][C:38]3[CH:39]=[CH:40][C:41]([O:44][CH2:45][C:46]([O:48][CH2:49][CH3:50])=[O:47])=[CH:42][CH:43]=3)=[O:21])[O:8][C@H:7]([C:23]3[CH:28]=[CH:27][CH:26]=[C:25]([O:29][CH3:30])[C:24]=3[O:31][CH3:32])[C:6]=2[CH:33]=1. The yield is 0.690. (7) The reactants are C[Al](C)C.[CH3:5][O:6][CH2:7][CH2:8][NH2:9].[CH3:10][C:11]1[O:15][N:14]=[C:13]([C:16]2[CH:21]=[CH:20][CH:19]=[CH:18][CH:17]=2)[C:12]=1[CH2:22][O:23][C:24]1[CH:32]=[CH:31][C:27]([C:28](O)=[O:29])=[CH:26][N:25]=1.O. The catalyst is O1CCOCC1. The product is [CH3:5][O:6][CH2:7][CH2:8][NH:9][C:28](=[O:29])[C:27]1[CH:31]=[CH:32][C:24]([O:23][CH2:22][C:12]2[C:13]([C:16]3[CH:17]=[CH:18][CH:19]=[CH:20][CH:21]=3)=[N:14][O:15][C:11]=2[CH3:10])=[N:25][CH:26]=1. The yield is 0.760.